Dataset: Reaction yield outcomes from USPTO patents with 853,638 reactions. Task: Predict the reaction yield, written as a fraction of the theoretical maximum amount of product (1.0 means a 100% yield; for example, 0.34 means a 34% yield). (1) The reactants are [CH2:1]([O:8][C:9]1[CH:14]=[CH:13][C:12]([OH:15])=[C:11]([CH:16]([OH:23])[C:17]2[CH:22]=[CH:21][CH:20]=[CH:19][CH:18]=2)[CH:10]=1)[C:2]1[CH:7]=[CH:6][CH:5]=[CH:4][CH:3]=1.C([O-])([O-])=O.[Cs+].[Cs+].Br[C:31]([CH3:38])([CH3:37])[C:32]([O:34][CH2:35][CH3:36])=[O:33]. The catalyst is CN(C=O)C. The product is [CH2:35]([O:34][C:32](=[O:33])[C:31]([O:15][C:12]1[CH:13]=[CH:14][C:9]([O:8][CH2:1][C:2]2[CH:3]=[CH:4][CH:5]=[CH:6][CH:7]=2)=[CH:10][C:11]=1[CH:16]([OH:23])[C:17]1[CH:18]=[CH:19][CH:20]=[CH:21][CH:22]=1)([CH3:38])[CH3:37])[CH3:36]. The yield is 0.650. (2) The reactants are [CH2:1]([N:8]1[CH:16]=[C:15]2[C:10]([CH:11]=[C:12]([C:17]3[CH:18]=[C:19]([CH:27]4[CH2:31][CH2:30][NH:29][CH2:28]4)[N:20]4[C:25]=3[C:24]([NH2:26])=[N:23][CH:22]=[N:21]4)[CH:13]=[CH:14]2)=[N:9]1)[C:2]1[CH:7]=[CH:6][CH:5]=[CH:4][CH:3]=1.[N:32]1([C:38](Cl)=[O:39])[CH2:37][CH2:36][O:35][CH2:34][CH2:33]1.C(N(CC)CC)C. The catalyst is O1CCCC1. The product is [CH2:1]([N:8]1[CH:16]=[C:15]2[C:10]([CH:11]=[C:12]([C:17]3[CH:18]=[C:19]([CH:27]4[CH2:31][CH2:30][N:29]([C:38]([N:32]5[CH2:37][CH2:36][O:35][CH2:34][CH2:33]5)=[O:39])[CH2:28]4)[N:20]4[C:25]=3[C:24]([NH2:26])=[N:23][CH:22]=[N:21]4)[CH:13]=[CH:14]2)=[N:9]1)[C:2]1[CH:3]=[CH:4][CH:5]=[CH:6][CH:7]=1. The yield is 0.730. (3) The reactants are [C:1]([C:5]1[CH:6]=[C:7]2[C:11](=[C:12]([F:14])[CH:13]=1)[C:10](=O)[O:9][CH:8]2OC)([CH3:4])([CH3:3])[CH3:2].O.[NH2:19][NH2:20].O. The catalyst is C(O)(=O)C. The product is [C:1]([C:5]1[CH:6]=[C:7]2[C:11](=[C:12]([F:14])[CH:13]=1)[C:10](=[O:9])[NH:20][N:19]=[CH:8]2)([CH3:4])([CH3:3])[CH3:2]. The yield is 0.376. (4) The reactants are [NH2:1][C@@H:2]([CH:44]([CH3:46])[CH3:45])[C:3]([N:5]1[CH2:9][CH2:8][CH2:7][C@H:6]1[C:10]1[NH:11][C:12]([C:15]2[CH:20]=[CH:19][C:18]([C:21]3[CH:26]=[CH:25][C:24]([C:27]4[NH:31][C:30]([C@@H:32]5[CH2:36][CH2:35][CH2:34][N:33]5[C:37]([O:39][C:40]([CH3:43])([CH3:42])[CH3:41])=[O:38])=[N:29][CH:28]=4)=[CH:23][CH:22]=3)=[CH:17][CH:16]=2)=[CH:13][N:14]=1)=[O:4].Br[C:48]1[N:53]=[CH:52][CH:51]=[CH:50][N:49]=1.CCN(C(C)C)C(C)C. The catalyst is C1(C)C=CC=CC=1.CS(C)=O. The product is [CH3:45][CH:44]([CH3:46])[C@H:2]([NH:1][C:48]1[N:53]=[CH:52][CH:51]=[CH:50][N:49]=1)[C:3]([N:5]1[CH2:9][CH2:8][CH2:7][C@H:6]1[C:10]1[NH:11][C:12]([C:15]2[CH:20]=[CH:19][C:18]([C:21]3[CH:22]=[CH:23][C:24]([C:27]4[NH:31][C:30]([C@@H:32]5[CH2:36][CH2:35][CH2:34][N:33]5[C:37]([O:39][C:40]([CH3:41])([CH3:43])[CH3:42])=[O:38])=[N:29][CH:28]=4)=[CH:25][CH:26]=3)=[CH:17][CH:16]=2)=[CH:13][N:14]=1)=[O:4]. The yield is 0.740. (5) The reactants are [C:1]([NH2:9])(=[S:8])[C:2]1[CH:7]=[CH:6][CH:5]=[N:4][CH:3]=1.Br[CH2:11][C:12]([CH:14]1[CH2:19][CH2:18][CH2:17][CH2:16][CH2:15]1)=O. The catalyst is C(O)C. The product is [N:4]1[CH:5]=[CH:6][CH:7]=[C:2]([C:1]2[S:8][CH:11]=[C:12]([CH:14]3[CH2:19][CH2:18][CH2:17][CH2:16][CH2:15]3)[N:9]=2)[CH:3]=1. The yield is 0.720. (6) The reactants are Br[C:2]1[CH:3]=[N:4][CH:5]=[CH:6][CH:7]=1.C([Mg]Cl)(C)C.[F:13][C:14]1[CH:19]=[CH:18][C:17]([B:20]2[O:24][CH2:23]CO2)=[C:16](COCOC)[CH:15]=1.Cl. The catalyst is C1COCC1.O. The product is [F:13][C:14]1[CH:15]=[CH:16][C:17]2[B:20]([C:2]3[CH:3]=[N:4][CH:5]=[CH:6][CH:7]=3)[O:24][CH2:23][C:18]=2[CH:19]=1. The yield is 0.0770. (7) The reactants are [N:1]#[C:2]Br.[F:4][C:5]1[CH:6]=[C:7]([NH2:21])[C:8]([NH:11][C:12]2[C:17]([CH3:18])=[CH:16][C:15]([CH3:19])=[CH:14][C:13]=2[CH3:20])=[CH:9][CH:10]=1. The yield is 0.980. The product is [F:4][C:5]1[CH:10]=[CH:9][C:8]2[N:11]([C:12]3[C:13]([CH3:20])=[CH:14][C:15]([CH3:19])=[CH:16][C:17]=3[CH3:18])[C:2]([NH2:1])=[N:21][C:7]=2[CH:6]=1. The catalyst is C(O)C. (8) The reactants are [CH3:1][O:2][C:3]([C:5]1[CH:6]=[C:7]([CH:11]=[C:12]([N:14]([CH3:19])[S:15]([CH3:18])(=[O:17])=[O:16])[CH:13]=1)[C:8](O)=[O:9])=[O:4].O1CCCC1.O1CCCC1.CO. The catalyst is O1CCCC1. The product is [OH:9][CH2:8][C:7]1[CH:6]=[C:5]([CH:13]=[C:12]([N:14]([CH3:19])[S:15]([CH3:18])(=[O:17])=[O:16])[CH:11]=1)[C:3]([O:2][CH3:1])=[O:4]. The yield is 0.830. (9) The reactants are [CH3:1][C:2]1([C:15](OCC)=[O:16])[CH2:7][CH2:6][CH2:5][N:4]([C:8]([O:10][C:11]([CH3:14])([CH3:13])[CH3:12])=[O:9])[CH2:3]1.[Li+].[BH4-].Cl. The catalyst is C1COCC1. The product is [OH:16][CH2:15][C:2]1([CH3:1])[CH2:7][CH2:6][CH2:5][N:4]([C:8]([O:10][C:11]([CH3:14])([CH3:13])[CH3:12])=[O:9])[CH2:3]1. The yield is 0.780.